Binary Classification. Given a drug SMILES string, predict its activity (active/inactive) in a high-throughput screening assay against a specified biological target. From a dataset of Serine/threonine kinase 33 screen with 319,792 compounds. (1) The compound is Clc1c(C(=O)CN2CC(OC(C2)C)C)cccc1. The result is 0 (inactive). (2) The compound is O(c1c(cccc1)C(Oc1ccccc1)=O)C(=O)c1cccnc1. The result is 0 (inactive). (3) The drug is O=C(NN\C=C1\C=C(OC)C(=O)C=C1)c1n[nH]c(C2CC2)c1. The result is 0 (inactive). (4) The result is 0 (inactive). The drug is Brc1cc(Cn2c3c(n(c(=O)[nH]c3=O)C)nc2NCCC)ccc1.